This data is from Catalyst prediction with 721,799 reactions and 888 catalyst types from USPTO. The task is: Predict which catalyst facilitates the given reaction. (1) Reactant: [Cl:1][C:2]1[CH:3]=[C:4]([C:10]2([C:27]([F:30])([F:29])[F:28])[CH2:14][CH2:13][N:12]([C:15]3[CH:20]=[CH:19][C:18]([CH2:21][NH2:22])=[C:17]([C:23]([F:26])([F:25])[F:24])[CH:16]=3)[CH2:11]2)[CH:5]=[C:6]([Cl:9])[C:7]=1[Cl:8].[C:31](O[C:31](=[O:34])[CH2:32][CH3:33])(=[O:34])[CH2:32][CH3:33]. Product: [Cl:1][C:2]1[CH:3]=[C:4]([C:10]2([C:27]([F:29])([F:28])[F:30])[CH2:14][CH2:13][N:12]([C:15]3[CH:20]=[CH:19][C:18]([CH2:21][NH:22][C:31](=[O:34])[CH2:32][CH3:33])=[C:17]([C:23]([F:24])([F:25])[F:26])[CH:16]=3)[CH2:11]2)[CH:5]=[C:6]([Cl:9])[C:7]=1[Cl:8]. The catalyst class is: 30. (2) Reactant: [I:1][C:2]1[C:10]2[C:5](=[CH:6][CH:7]=[C:8]([C:11]([OH:13])=[O:12])[CH:9]=2)[NH:4][CH:3]=1.CC(C)([O-])C.[K+].[C:20]([O:24][C:25](O[C:25]([O:24][C:20]([CH3:23])([CH3:22])[CH3:21])=[O:26])=[O:26])([CH3:23])([CH3:22])[CH3:21]. Product: [C:20]([O:24][C:25]([N:4]1[C:5]2[C:10](=[CH:9][C:8]([C:11]([OH:13])=[O:12])=[CH:7][CH:6]=2)[C:2]([I:1])=[CH:3]1)=[O:26])([CH3:23])([CH3:22])[CH3:21]. The catalyst class is: 1. (3) Reactant: [C:1]1([C@@H:7]([CH2:11][CH3:12])[C:8]([OH:10])=O)[CH:6]=[CH:5][CH:4]=[CH:3][CH:2]=1.[NH2:13][CH2:14][CH2:15][CH2:16][N:17]1[CH2:22][CH2:21][CH:20]([C:23]2[CH:24]=[C:25]([NH:30][C:31](=[O:35])[CH:32]([CH3:34])[CH3:33])[CH:26]=[CH:27][C:28]=2[CH3:29])[CH2:19][CH2:18]1.Cl.C1(C(CC)C(N)=O)C=CC=CC=1. Product: [C:31]([NH:30][C:25]1[CH:26]=[CH:27][C:28]([CH3:29])=[C:23]([CH:20]2[CH2:21][CH2:22][N:17]([CH2:16][CH2:15][CH2:14][NH:13][C:8](=[O:10])[C@@H:7]([C:1]3[CH:2]=[CH:3][CH:4]=[CH:5][CH:6]=3)[CH2:11][CH3:12])[CH2:18][CH2:19]2)[CH:24]=1)(=[O:35])[CH:32]([CH3:34])[CH3:33]. The catalyst class is: 5. (4) Reactant: [CH3:1][O:2][C:3](=[O:12])[CH2:4][C:5]1[CH:6]=[C:7]([CH3:11])[CH:8]=[CH:9][CH:10]=1.[Br:13]N1C(=O)CCC1=O.C([O-])(O)=O.[Na+]. Product: [CH3:1][O:2][C:3](=[O:12])[CH2:4][C:5]1[CH:10]=[CH:9][CH:8]=[C:7]([CH2:11][Br:13])[CH:6]=1. The catalyst class is: 53. (5) Reactant: Cl[C:2]1[N:3]([CH2:28][CH:29]2[CH2:31][CH2:30]2)[C:4]2[C:9]([N:10]=1)=[C:8]([N:11]1[CH2:16][CH2:15][O:14][CH2:13][CH2:12]1)[N:7]=[C:6]([C:17]1[C:18]([C:24]([F:27])([F:26])[F:25])=[N:19][C:20]([NH2:23])=[N:21][CH:22]=1)[N:5]=2.[CH3:32][S:33]([N:36]1[CH2:41][CH2:40][NH:39][CH2:38][CH2:37]1)(=[O:35])=[O:34]. Product: [CH:29]1([CH2:28][N:3]2[C:2]([N:39]3[CH2:40][CH2:41][N:36]([S:33]([CH3:32])(=[O:35])=[O:34])[CH2:37][CH2:38]3)=[N:10][C:9]3[C:4]2=[N:5][C:6]([C:17]2[C:18]([C:24]([F:26])([F:27])[F:25])=[N:19][C:20]([NH2:23])=[N:21][CH:22]=2)=[N:7][C:8]=3[N:11]2[CH2:16][CH2:15][O:14][CH2:13][CH2:12]2)[CH2:31][CH2:30]1. The catalyst class is: 60.